Dataset: Full USPTO retrosynthesis dataset with 1.9M reactions from patents (1976-2016). Task: Predict the reactants needed to synthesize the given product. (1) Given the product [CH2:3]([NH:10][C:11]1[C:16]([I:1])=[C:15]([CH3:17])[N:14]=[C:13]([NH2:18])[N:12]=1)[C:4]1[CH:5]=[CH:6][CH:7]=[CH:8][CH:9]=1, predict the reactants needed to synthesize it. The reactants are: [I:1]I.[CH2:3]([NH:10][C:11]1[CH:16]=[C:15]([CH3:17])[N:14]=[C:13]([NH2:18])[N:12]=1)[C:4]1[CH:9]=[CH:8][CH:7]=[CH:6][CH:5]=1. (2) Given the product [NH2:3][O:12][CH2:13][CH2:14][NH:15][C:16](=[O:22])[O:17][C:18]([CH3:20])([CH3:19])[CH3:21], predict the reactants needed to synthesize it. The reactants are: O=C1C2C(=CC=CC=2)C(=O)[N:3]1[O:12][CH2:13][CH2:14][NH:15][C:16](=[O:22])[O:17][C:18]([CH3:21])([CH3:20])[CH3:19]. (3) Given the product [Cl:12][C:13]1[CH:18]=[CH:17][C:16]([C:19]2([C:22](=[O:31])[CH2:23][S:24]([C:25]3[N:26]([CH3:30])[CH:27]=[CH:28][N:29]=3)=[O:9])[CH2:21][CH2:20]2)=[CH:15][CH:14]=1, predict the reactants needed to synthesize it. The reactants are: C1C=C(Cl)C=C(C(OO)=[O:9])C=1.[Cl:12][C:13]1[CH:18]=[CH:17][C:16]([C:19]2([C:22](=[O:31])[CH2:23][S:24][C:25]3[N:26]([CH3:30])[CH:27]=[CH:28][N:29]=3)[CH2:21][CH2:20]2)=[CH:15][CH:14]=1. (4) Given the product [CH2:18]([C:25]1[S:29][C:28]([NH:30][C:14](=[O:16])[CH2:13][CH2:12][C:11]([C:4]2[CH:5]=[CH:6][C:7]([O:8][CH2:9][CH3:10])=[C:2]([Br:1])[CH:3]=2)=[O:17])=[CH:27][C:26]=1[C:31]1[CH:36]=[CH:35][CH:34]=[CH:33][CH:32]=1)[C:19]1[CH:20]=[CH:21][CH:22]=[CH:23][CH:24]=1, predict the reactants needed to synthesize it. The reactants are: [Br:1][C:2]1[CH:3]=[C:4]([C:11](=[O:17])[CH2:12][CH2:13][C:14]([OH:16])=O)[CH:5]=[CH:6][C:7]=1[O:8][CH2:9][CH3:10].[CH2:18]([C:25]1[S:29][C:28]([NH2:30])=[CH:27][C:26]=1[C:31]1[CH:36]=[CH:35][CH:34]=[CH:33][CH:32]=1)[C:19]1[CH:24]=[CH:23][CH:22]=[CH:21][CH:20]=1.CCN=C=NCCCN(C)C.C1C=CC2N(O)N=NC=2C=1. (5) The reactants are: [N+]([C:4]1[CH:5]=[C:6]2[C:10](=[CH:11][CH:12]=1)[C:9](=[O:13])[N:8]([C:14]1[CH:19]=[CH:18][CH:17]=[CH:16][CH:15]=1)[C:7]2=[O:20])([O-])=O.[F:21][C:22]1[CH:27]=[CH:26][C:25]([O-:28])=[CH:24][CH:23]=1.[Na+].Cl. Given the product [F:21][C:22]1[CH:27]=[CH:26][C:25]([O:28][C:11]2[CH:12]=[CH:4][CH:5]=[C:6]3[C:10]=2[C:9](=[O:13])[N:8]([C:14]2[CH:19]=[CH:18][CH:17]=[CH:16][CH:15]=2)[C:7]3=[O:20])=[CH:24][CH:23]=1, predict the reactants needed to synthesize it. (6) Given the product [I:10][C:7]1[CH:8]=[CH:9][C:2]2[S:13][C:12]([C:11]([OH:15])=[O:14])=[CH:4][C:3]=2[CH:6]=1, predict the reactants needed to synthesize it. The reactants are: F[C:2]1[CH:9]=[CH:8][C:7]([I:10])=[CH:6][C:3]=1[CH:4]=O.[C:11]([O:15]C)(=[O:14])[CH2:12][SH:13].C(=O)([O-])[O-].[K+].[K+]. (7) Given the product [O:31]=[C:24]([NH:1][C:2]1[CH:7]=[CH:6][CH:5]=[C:4]([C:8]2[N:13]3[N:14]=[CH:15][C:16]([C:17]([C:19]4[S:20][CH:21]=[CH:22][CH:23]=4)=[O:18])=[C:12]3[N:11]=[CH:10][CH:9]=2)[CH:3]=1)[CH2:25][CH2:26][CH2:27][C:28]([OH:30])=[O:29], predict the reactants needed to synthesize it. The reactants are: [NH2:1][C:2]1[CH:3]=[C:4]([C:8]2[N:13]3[N:14]=[CH:15][C:16]([C:17]([C:19]4[S:20][CH:21]=[CH:22][CH:23]=4)=[O:18])=[C:12]3[N:11]=[CH:10][CH:9]=2)[CH:5]=[CH:6][CH:7]=1.[C:24]1(=[O:31])[O:30][C:28](=[O:29])[CH2:27][CH2:26][CH2:25]1.